This data is from Full USPTO retrosynthesis dataset with 1.9M reactions from patents (1976-2016). The task is: Predict the reactants needed to synthesize the given product. (1) Given the product [F:34][C:2]1([F:1])[O:6][C:5]2[CH:7]=[CH:8][C:9]([C:11]3([C:14]([NH:16][C@@H:17]4[CH2:22][CH2:21][O:20][C@H:19]([C:23]5[CH:32]=[CH:31][C:26]([C:27]([O:29][CH3:30])=[O:28])=[CH:25][C:24]=5[CH3:33])[CH2:18]4)=[O:15])[CH2:12][CH2:13]3)=[CH:10][C:4]=2[O:3]1, predict the reactants needed to synthesize it. The reactants are: [F:1][C:2]1([F:34])[O:6][C:5]2[CH:7]=[CH:8][C:9]([C:11]3([C:14]([NH:16][C@H:17]4[CH2:22][CH2:21][O:20][C@@H:19]([C:23]5[CH:32]=[CH:31][C:26]([C:27]([O:29][CH3:30])=[O:28])=[CH:25][C:24]=5[CH3:33])[CH2:18]4)=[O:15])[CH2:13][CH2:12]3)=[CH:10][C:4]=2[O:3]1.CC(O)C. (2) The reactants are: [NH2:1][CH2:2][CH2:3][N:4]1[C:12]2[CH:11]=[CH:10][CH:9]=[CH:8][C:7]=2[C:6]2[CH2:13][CH2:14][N:15](C(OC(C)(C)C)=O)[CH2:16][CH2:17][C:5]1=2.C(C(O)=O)(F)(F)F. Given the product [CH2:13]1[C:6]2[C:7]3[CH:8]=[CH:9][CH:10]=[CH:11][C:12]=3[N:4]([CH2:3][CH2:2][NH2:1])[C:5]=2[CH2:17][CH2:16][NH:15][CH2:14]1, predict the reactants needed to synthesize it.